This data is from Forward reaction prediction with 1.9M reactions from USPTO patents (1976-2016). The task is: Predict the product of the given reaction. Given the reactants F[C:2]1[CH:7]=[CH:6][CH:5]=[CH:4][C:3]=1[NH:8][C:9](=[S:35])[NH:10][C:11]1[CH:16]=[CH:15][C:14]([C:17]2[CH:25]=[C:24]3[C:20]([CH2:21][N:22]([C@@H:27]([CH:32]([CH3:34])[CH3:33])[C:28]([O:30][CH3:31])=[O:29])[C:23]3=[O:26])=[CH:19][CH:18]=2)=[CH:13][CH:12]=1.[NH2:36][C:37]1C=CC(C2C=C3C(CN([C@@H](C(C)C)C(OC)=O)C3=O)=CC=2)=CC=1.C(C1C=CC(N=C=S)=CC=1)#N, predict the reaction product. The product is: [C:37]([C:6]1[CH:5]=[CH:4][C:3]([NH:8][C:9](=[S:35])[NH:10][C:11]2[CH:12]=[CH:13][C:14]([C:17]3[CH:25]=[C:24]4[C:20]([CH2:21][N:22]([C@@H:27]([CH:32]([CH3:33])[CH3:34])[C:28]([O:30][CH3:31])=[O:29])[C:23]4=[O:26])=[CH:19][CH:18]=3)=[CH:15][CH:16]=2)=[CH:2][CH:7]=1)#[N:36].